This data is from Catalyst prediction with 721,799 reactions and 888 catalyst types from USPTO. The task is: Predict which catalyst facilitates the given reaction. (1) Reactant: [N+:1]([C:4]1[CH:5]=[C:6]([CH:23]=[CH:24][CH:25]=1)[O:7][C:8]1[CH:13]=[CH:12][N:11]2[N:14]=[C:15]([NH:17][C:18]([CH:20]3[CH2:22][CH2:21]3)=[O:19])[N:16]=[C:10]2[CH:9]=1)([O-])=O.Cl.C(O)C. Product: [NH2:1][C:4]1[CH:5]=[C:6]([CH:23]=[CH:24][CH:25]=1)[O:7][C:8]1[CH:13]=[CH:12][N:11]2[N:14]=[C:15]([NH:17][C:18]([CH:20]3[CH2:22][CH2:21]3)=[O:19])[N:16]=[C:10]2[CH:9]=1. The catalyst class is: 662. (2) Reactant: [Cl:1][C:2]1[CH:3]=[C:4]([CH:9]=[CH:10][C:11]=1[CH2:12][CH3:13])[C:5](OC)=[O:6].[H-].[H-].[H-].[H-].[Li+].[Al+3].O.[OH-].[Na+]. Product: [Cl:1][C:2]1[CH:3]=[C:4]([CH2:5][OH:6])[CH:9]=[CH:10][C:11]=1[CH2:12][CH3:13]. The catalyst class is: 1. (3) Reactant: [F:1][C:2]1[CH:3]=[C:4]([CH:13]=[CH:14][CH:15]=1)[O:5][C:6]1[S:10][C:9]([C:11]#[N:12])=[CH:8][CH:7]=1.[H-].[Al+3].[Li+].[H-].[H-].[H-].O.C(OCC)(=O)C. Product: [F:1][C:2]1[CH:3]=[C:4]([CH:13]=[CH:14][CH:15]=1)[O:5][C:6]1[S:10][C:9]([CH2:11][NH2:12])=[CH:8][CH:7]=1. The catalyst class is: 7. (4) Reactant: [CH2:1]([O:3][C:4](=[O:9])[CH2:5][C:6]([O-:8])=O)[CH3:2].[K+].[Mg+2].[Cl-].[Cl-].C(N(CC)CC)C.[CH3:21][O:22][C:23]1[CH:24]=[C:25]([CH:29]=[C:30]([O:32][CH3:33])[CH:31]=1)C(Cl)=O. Product: [CH3:21][O:22][C:23]1[CH:24]=[C:25]([C:6](=[O:8])[CH2:5][C:4]([O:3][CH2:1][CH3:2])=[O:9])[CH:29]=[C:30]([O:32][CH3:33])[CH:31]=1. The catalyst class is: 210. (5) Reactant: O1[C:5]2([CH2:9][CH2:8][N:7]([C@H:10]3[CH2:15][CH2:14][CH2:13][CH2:12][C@@H:11]3[O:16][CH2:17][CH2:18][C:19]3[C:24]([Cl:25])=[CH:23][CH:22]=[CH:21][C:20]=3[Cl:26])[CH2:6]2)[O:4]CC1.S([O-])(=O)(=O)C.O. Product: [ClH:25].[O:4]=[C:5]1[CH2:9][CH2:8][N:7]([C@H:10]2[CH2:15][CH2:14][CH2:13][CH2:12][C@@H:11]2[O:16][CH2:17][CH2:18][C:19]2[C:24]([Cl:25])=[CH:23][CH:22]=[CH:21][C:20]=2[Cl:26])[CH2:6]1. The catalyst class is: 57. (6) Reactant: [CH2:1]([O:3][C:4]([C:6]1[CH:11]=[CH:10][C:9]([N:12]2[CH2:17][CH2:16][N:15]([C:18]([O:20]C3C=CC=CC=3)=O)[CH2:14][CH2:13]2)=[CH:8][CH:7]=1)=[O:5])[CH3:2].O.[NH2:28][NH2:29].O. Product: [NH:28]([C:18]([N:15]1[CH2:16][CH2:17][N:12]([C:9]2[CH:10]=[CH:11][C:6]([C:4]([O:3][CH2:1][CH3:2])=[O:5])=[CH:7][CH:8]=2)[CH2:13][CH2:14]1)=[O:20])[NH2:29]. The catalyst class is: 199.